The task is: Regression. Given a peptide amino acid sequence and an MHC pseudo amino acid sequence, predict their binding affinity value. This is MHC class I binding data.. This data is from Peptide-MHC class I binding affinity with 185,985 pairs from IEDB/IMGT. (1) The peptide sequence is SQKHFDTWW. The MHC is HLA-B40:01 with pseudo-sequence HLA-B40:01. The binding affinity (normalized) is 0.0847. (2) The peptide sequence is ALEPRKEIDV. The MHC is HLA-A02:06 with pseudo-sequence HLA-A02:06. The binding affinity (normalized) is 0. (3) The peptide sequence is LMTAISQGI. The MHC is HLA-A02:01 with pseudo-sequence HLA-A02:01. The binding affinity (normalized) is 0.701. (4) The peptide sequence is AAHARFVAA. The MHC is HLA-A02:02 with pseudo-sequence HLA-A02:02. The binding affinity (normalized) is 0. (5) The peptide sequence is KIYTLIYRQL. The MHC is HLA-A02:06 with pseudo-sequence HLA-A02:06. The binding affinity (normalized) is 0.370. (6) The peptide sequence is FSIPLDEEF. The MHC is Mamu-B8701 with pseudo-sequence Mamu-B8701. The binding affinity (normalized) is 0.744. (7) The peptide sequence is ITTESIVIW. The MHC is HLA-A31:01 with pseudo-sequence HLA-A31:01. The binding affinity (normalized) is 0. (8) The peptide sequence is YLAEGHACL. The MHC is HLA-A02:16 with pseudo-sequence HLA-A02:16. The binding affinity (normalized) is 1.00. (9) The peptide sequence is EHSNYFFEW. The MHC is Mamu-B17 with pseudo-sequence Mamu-B17. The binding affinity (normalized) is 0.963. (10) The peptide sequence is NALEKALRW. The MHC is HLA-A68:02 with pseudo-sequence HLA-A68:02. The binding affinity (normalized) is 0.0847.